This data is from hERG Central: cardiac toxicity at 1µM, 10µM, and general inhibition. The task is: Predict hERG channel inhibition at various concentrations. (1) The molecule is COc1ccc(CCn2c(=N)c(C(=O)NCC3CCCO3)cc3c(=O)n4ccccc4nc32)cc1. Results: hERG_inhib (hERG inhibition (general)): blocker. (2) The compound is S=C(NCCN1CCCCC1)Nc1ccc(Br)cc1. Results: hERG_inhib (hERG inhibition (general)): blocker. (3) The compound is N#Cc1ccc(C2=CC(=O)C[C@H](c3ccc4c(c3)OCO4)C2)cc1. Results: hERG_inhib (hERG inhibition (general)): blocker. (4) The molecule is CCCCNC(=O)CSc1nc2cc3c(cc2c(=O)n1CCCN(CC)CC)OCO3. Results: hERG_inhib (hERG inhibition (general)): blocker. (5) The drug is Cc1cc2c(cc1S(=O)(=O)CCC(=O)Nc1cccc(C(F)(F)F)c1)OCC(=O)N2. Results: hERG_inhib (hERG inhibition (general)): blocker. (6) The drug is CCN1CCN(c2ccc(S(=O)(=O)N3CCCCC3)cc2NC(=O)/C=C/c2ccc([N+](=O)[O-])cc2)CC1. Results: hERG_inhib (hERG inhibition (general)): blocker.